This data is from Full USPTO retrosynthesis dataset with 1.9M reactions from patents (1976-2016). The task is: Predict the reactants needed to synthesize the given product. (1) Given the product [C:1]1([S:7]([O:20][CH2:19][CH2:18][O:11][C:12]2[CH:17]=[CH:16][CH:15]=[CH:14][CH:13]=2)(=[O:9])=[O:8])[CH:6]=[CH:5][CH:4]=[CH:3][CH:2]=1, predict the reactants needed to synthesize it. The reactants are: [C:1]1([S:7](Cl)(=[O:9])=[O:8])[CH:6]=[CH:5][CH:4]=[CH:3][CH:2]=1.[O:11]([CH2:18][CH2:19][OH:20])[C:12]1[CH:17]=[CH:16][CH:15]=[CH:14][CH:13]=1.C1(C)C=CC=CC=1. (2) Given the product [Cl:27][C:17]1[C:18]([O:20][C:21]2[CH:22]=[CH:23][CH:24]=[CH:25][CH:26]=2)=[CH:19][C:13]2[N:12]=[C:11]([N:9]3[CH:10]=[C:6]([C:4]([OH:5])=[O:3])[CH:7]=[N:8]3)[NH:15][C:14]=2[CH:16]=1, predict the reactants needed to synthesize it. The reactants are: C([O:3][C:4]([C:6]1[CH:7]=[N:8][N:9]([C:11]2[NH:15][C:14]3[CH:16]=[C:17]([Cl:27])[C:18]([O:20][C:21]4[CH:26]=[CH:25][CH:24]=[CH:23][CH:22]=4)=[CH:19][C:13]=3[N:12]=2)[CH:10]=1)=[O:5])C.Cl.O. (3) Given the product [O:1]1[CH2:6][CH2:5][CH2:4][O:3][CH:2]1[CH2:7][CH2:8][N:9]1[C:17]2[C:12](=[CH:13][C:14]([O:18][CH:19]([F:21])[F:20])=[CH:15][CH:16]=2)[C:11]([Sn:32]([CH2:34][CH2:35][CH2:36][CH3:37])([CH2:38][CH2:39][CH2:40][CH3:41])[CH2:28][CH2:29][CH2:30][CH3:31])=[N:10]1, predict the reactants needed to synthesize it. The reactants are: [O:1]1[CH2:6][CH2:5][CH2:4][O:3][CH:2]1[CH2:7][CH2:8][N:9]1[C:17]2[C:12](=[CH:13][C:14]([O:18][CH:19]([F:21])[F:20])=[CH:15][CH:16]=2)[C:11](I)=[N:10]1.C([Mg]Cl)(C)C.[CH2:28]([Sn:32]([CH2:38][CH2:39][CH2:40][CH3:41])([CH2:34][CH2:35][CH2:36][CH3:37])Cl)[CH2:29][CH2:30][CH3:31]. (4) Given the product [ClH:1].[NH2:14][C:11]1[C:12](=[N:28][C:25]2[CH:24]=[CH:23][C:22]([N:18]([CH2:16][CH3:17])[CH2:19][CH2:20][OH:21])=[CH:27][CH:26]=2)[CH:13]=[C:8]([O:7][CH2:3][CH3:4])[C:9](=[NH:15])[CH:10]=1, predict the reactants needed to synthesize it. The reactants are: [ClH:1].Cl.[CH2:3]([O:7][C:8]1[CH:13]=[CH:12][C:11]([NH2:14])=[CH:10][C:9]=1[NH2:15])[CH2:4]CC.[CH2:16]([N:18]([C:22]1[CH:27]=[CH:26][C:25]([N:28]=O)=[CH:24][CH:23]=1)[CH2:19][CH2:20][OH:21])[CH3:17]. (5) Given the product [Br:1][C:2]1[CH:7]=[C:6]([F:8])[CH:5]=[CH:4][C:3]=1[CH:9]1[C:14]([C:15]([O:17][CH2:18][CH3:19])=[O:16])=[C:13]([CH3:20])[NH:12][C:11]([C:21]2[S:22][CH:23]=[C:24]([CH2:26][C:27]([NH:32][CH3:31])=[O:29])[N:25]=2)=[N:10]1, predict the reactants needed to synthesize it. The reactants are: [Br:1][C:2]1[CH:7]=[C:6]([F:8])[CH:5]=[CH:4][C:3]=1[CH:9]1[C:14]([C:15]([O:17][CH2:18][CH3:19])=[O:16])=[C:13]([CH3:20])[NH:12][C:11]([C:21]2[S:22][CH:23]=[C:24]([CH2:26][C:27]([OH:29])=O)[N:25]=2)=[N:10]1.C[CH2:31][N:32]=C=NCCCN(C)C.Cl.C1C=NC2N(O)N=NC=2C=1.CCN(C(C)C)C(C)C.Cl.CN. (6) The reactants are: FC(F)(F)C(O)=O.[Cl:8][C:9]1[CH:10]=[N:11][C:12]2[NH:13][C:14]3[CH:15]=[CH:16][CH:17]=[C:18]([CH:32]=3)[CH2:19][CH2:20][C:21]3[CH:29]=[C:25]([NH:26][C:27]=1[N:28]=2)[CH:24]=[C:23]([CH2:30]O)[CH:22]=3.CS(Cl)(=O)=O.C(N(CC)C(C)C)(C)C.[C:47]([O:51][C:52]([N:54]1[CH2:59][CH2:58][NH:57][CH2:56][CH2:55]1)=[O:53])([CH3:50])([CH3:49])[CH3:48]. Given the product [Cl:8][C:9]1[CH:10]=[N:11][C:12]2[NH:13][C:14]3[CH:15]=[CH:16][CH:17]=[C:18]([CH:32]=3)[CH2:19][CH2:20][C:21]3[CH:29]=[C:25]([NH:26][C:27]=1[N:28]=2)[CH:24]=[C:23]([CH2:30][N:57]1[CH2:56][CH2:55][N:54]([C:52]([O:51][C:47]([CH3:50])([CH3:49])[CH3:48])=[O:53])[CH2:59][CH2:58]1)[CH:22]=3, predict the reactants needed to synthesize it. (7) Given the product [Cl:11][C:7]1[CH:6]=[C:5]([C@H:2]([NH:1][C:22](=[O:23])[O:21][C:18]([CH3:20])([CH3:19])[CH3:17])[CH2:3][OH:4])[CH:10]=[CH:9][CH:8]=1, predict the reactants needed to synthesize it. The reactants are: [NH2:1][C@@H:2]([C:5]1[CH:10]=[CH:9][CH:8]=[C:7]([Cl:11])[CH:6]=1)[CH2:3][OH:4].C([O-])(O)=O.[Na+].[CH3:17][C:18]([O:21][C:22](O[C:22]([O:21][C:18]([CH3:20])([CH3:19])[CH3:17])=[O:23])=[O:23])([CH3:20])[CH3:19].O. (8) Given the product [Br:1][C:2]1[CH:3]=[C:4]([CH2:5][OH:6])[CH:7]=[CH:8][C:9]=1[O:10][Si:11]([CH:18]([CH3:20])[CH3:19])([CH:15]([CH3:16])[CH3:17])[CH:12]([CH3:14])[CH3:13], predict the reactants needed to synthesize it. The reactants are: [Br:1][C:2]1[CH:3]=[C:4]([CH:7]=[CH:8][C:9]=1[O:10][Si:11]([CH:18]([CH3:20])[CH3:19])([CH:15]([CH3:17])[CH3:16])[CH:12]([CH3:14])[CH3:13])[CH:5]=[O:6].[BH4-].[Na+].C(O)(=O)C.O. (9) Given the product [CH3:1][O:2][C:3](=[O:26])[C:4]1[CH:9]=[CH:8][C:7]([CH2:10][CH2:11][S:12]([CH3:15])(=[O:14])=[O:13])=[C:6]([O:16][CH2:17][CH2:18][C:19]2[CH:20]=[C:21]([CH3:25])[CH:22]=[CH:23][CH:24]=2)[CH:5]=1, predict the reactants needed to synthesize it. The reactants are: [CH3:1][O:2][C:3](=[O:26])[C:4]1[CH:9]=[CH:8][C:7](/[CH:10]=[CH:11]/[S:12]([CH3:15])(=[O:14])=[O:13])=[C:6]([O:16][CH2:17][CH2:18][C:19]2[CH:20]=[C:21]([CH3:25])[CH:22]=[CH:23][CH:24]=2)[CH:5]=1.[H][H].